Dataset: Peptide-MHC class I binding affinity with 185,985 pairs from IEDB/IMGT. Task: Regression. Given a peptide amino acid sequence and an MHC pseudo amino acid sequence, predict their binding affinity value. This is MHC class I binding data. (1) The peptide sequence is FTKDGKLDDT. The MHC is HLA-A68:02 with pseudo-sequence HLA-A68:02. The binding affinity (normalized) is 0.232. (2) The peptide sequence is DNPYKTWAY. The MHC is HLA-A26:01 with pseudo-sequence HLA-A26:01. The binding affinity (normalized) is 0.190. (3) The binding affinity (normalized) is 0.940. The peptide sequence is TVPSYLYHL. The MHC is Mamu-A01 with pseudo-sequence Mamu-A01. (4) The peptide sequence is LSKSNDLNSI. The MHC is H-2-Db with pseudo-sequence H-2-Db. The binding affinity (normalized) is 0.156. (5) The peptide sequence is FTLINWRSV. The MHC is HLA-B53:01 with pseudo-sequence HLA-B53:01. The binding affinity (normalized) is 0.213. (6) The peptide sequence is QFLYLYALI. The MHC is HLA-A29:02 with pseudo-sequence HLA-A29:02. The binding affinity (normalized) is 0.615. (7) The peptide sequence is ISEDMHTDK. The MHC is HLA-B58:01 with pseudo-sequence HLA-B58:01. The binding affinity (normalized) is 0.0847. (8) The peptide sequence is VYQRGTHPF. The MHC is HLA-A80:01 with pseudo-sequence HLA-A80:01. The binding affinity (normalized) is 0.0847. (9) The peptide sequence is LIVSGIFPY. The MHC is HLA-A30:02 with pseudo-sequence HLA-A30:02. The binding affinity (normalized) is 0. (10) The peptide sequence is GPIAPGQM. The MHC is HLA-B35:01 with pseudo-sequence HLA-B35:01. The binding affinity (normalized) is 0.